From a dataset of Full USPTO retrosynthesis dataset with 1.9M reactions from patents (1976-2016). Predict the reactants needed to synthesize the given product. (1) The reactants are: Br[C:2]1[C:10]2[N:9]3[CH2:11][CH2:12][NH:13][C:14](=[O:15])[C:8]3=[C:7]([CH3:16])[C:6]=2[CH:5]=[C:4]([Cl:17])[CH:3]=1.[Cl:18][C:19]1[CH:20]=[C:21](B(O)O)[CH:22]=[CH:23][CH:24]=1. Given the product [Cl:17][C:4]1[CH:3]=[C:2]([C:23]2[CH:22]=[CH:21][CH:20]=[C:19]([Cl:18])[CH:24]=2)[C:10]2[N:9]3[CH2:11][CH2:12][NH:13][C:14](=[O:15])[C:8]3=[C:7]([CH3:16])[C:6]=2[CH:5]=1, predict the reactants needed to synthesize it. (2) Given the product [CH3:1][O:2][C:3]([C@@H:5]1[CH2:9][C@@H:8]([S:10]([CH2:13][CH:14]2[CH2:16][CH2:15]2)(=[O:12])=[O:11])[CH2:7][N:6]1[C:17]1[N:26]([CH2:25][C:24]([F:29])([F:28])[F:23])[N:27]=[C:19]([CH3:20])[CH:18]=1)=[O:4], predict the reactants needed to synthesize it. The reactants are: [CH3:1][O:2][C:3]([C@@H:5]1[CH2:9][C@@H:8]([S:10]([CH2:13][CH:14]2[CH2:16][CH2:15]2)(=[O:12])=[O:11])[CH2:7][N:6]1[C:17](=S)[CH2:18][C:19](=O)[CH3:20])=[O:4].[F:23][C:24]([F:29])([F:28])[CH2:25][NH:26][NH2:27]. (3) Given the product [F:10][C:11]1[CH:16]=[C:15]([C:2]2[CH:3]=[C:4]([CH:6]=[CH:7][C:8]=2[CH3:9])[NH2:5])[CH:14]=[C:13]([F:20])[N:12]=1, predict the reactants needed to synthesize it. The reactants are: Br[C:2]1[CH:3]=[C:4]([CH:6]=[CH:7][C:8]=1[CH3:9])[NH2:5].[F:10][C:11]1[CH:16]=[C:15](B(O)O)[CH:14]=[C:13]([F:20])[N:12]=1.C(Cl)Cl.C(=O)([O-])[O-].[Na+].[Na+]. (4) Given the product [CH2:1]([CH:3]1[C:4](=[O:11])[C:5]([CH3:9])([CH3:10])[CH2:6][CH2:7][CH2:8]1)[CH3:2], predict the reactants needed to synthesize it. The reactants are: [CH2:1]([C:3]1(C(OCC)=O)[CH2:8][CH2:7][CH2:6][C:5]([CH3:10])([CH3:9])[C:4]1=[O:11])[CH3:2].[OH-].[K+]. (5) Given the product [C:1](=[N:14][NH:15][C:36]1[CH:37]=[C:38]([S:42]([NH:45][CH2:46][CH2:47][O:48][CH3:49])(=[O:43])=[O:44])[CH:39]=[CH:40][CH:41]=1)([C:8]1[CH:9]=[CH:10][CH:11]=[CH:12][CH:13]=1)[C:2]1[CH:3]=[CH:4][CH:5]=[CH:6][CH:7]=1, predict the reactants needed to synthesize it. The reactants are: [C:1](=[N:14][NH:15]C1C=CC(S(NCCN2CCOCC2)(=O)=O)=C(C)C=1)([C:8]1[CH:13]=[CH:12][CH:11]=[CH:10][CH:9]=1)[C:2]1[CH:7]=[CH:6][CH:5]=[CH:4][CH:3]=1.Br[C:36]1[CH:37]=[C:38]([S:42]([NH:45][CH2:46][CH2:47][O:48][CH3:49])(=[O:44])=[O:43])[CH:39]=[CH:40][CH:41]=1. (6) Given the product [CH2:33]([NH:40][C@@H:41]([C:43]1[CH:48]=[CH:47][CH:46]=[CH:45][CH:44]=1)[CH3:42])[C:34]1[CH:39]=[CH:38][CH:37]=[CH:36][CH:35]=1.[C:20]([OH:22])(=[O:21])[CH3:19], predict the reactants needed to synthesize it. The reactants are: ClC1C=CC2N3C(C(F)(F)F)=NN=C3[C@@H]([CH2:19][C:20]([OH:22])=[O:21])O[C@H](C3C=CC=C(OC)C=3Cl)C=2C=1.[CH2:33]([NH:40][C@@H:41]([C:43]1[CH:48]=[CH:47][CH:46]=[CH:45][CH:44]=1)[CH3:42])[C:34]1[CH:39]=[CH:38][CH:37]=[CH:36][CH:35]=1.